This data is from Reaction yield outcomes from USPTO patents with 853,638 reactions. The task is: Predict the reaction yield, written as a fraction of the theoretical maximum amount of product (1.0 means a 100% yield; for example, 0.34 means a 34% yield). The reactants are [Br:1][C:2]1[CH:3]=[C:4]2[C:9](=[CH:10][C:11]=1[O:12][CH3:13])[N:8]=[CH:7][NH:6][C:5]2=O.S(Cl)([Cl:17])=O. The catalyst is CN(C=O)C. The product is [Br:1][C:2]1[CH:3]=[C:4]2[C:9](=[CH:10][C:11]=1[O:12][CH3:13])[N:8]=[CH:7][N:6]=[C:5]2[Cl:17]. The yield is 0.620.